Dataset: Reaction yield outcomes from USPTO patents with 853,638 reactions. Task: Predict the reaction yield, written as a fraction of the theoretical maximum amount of product (1.0 means a 100% yield; for example, 0.34 means a 34% yield). (1) The reactants are CN(C=O)C.Br[C:7]1[CH:12]=[CH:11][C:10]([Cl:13])=[CH:9][C:8]=1[N+:14]([O-:16])=[O:15].[C:17]1([OH:23])[CH:22]=[CH:21][CH:20]=[CH:19][CH:18]=1.C([O-])([O-])=O.[Na+].[Na+]. The catalyst is O. The product is [Cl:13][C:10]1[CH:11]=[CH:12][C:7]([O:23][C:17]2[CH:22]=[CH:21][CH:20]=[CH:19][CH:18]=2)=[C:8]([N+:14]([O-:16])=[O:15])[CH:9]=1. The yield is 0.740. (2) The product is [CH:23]1([CH2:29][C@H:30]([NH:52][C:53]([C:55]2[O:56][CH:57]=[CH:58][CH:59]=2)=[O:54])[C:31](=[O:51])[NH:32][C@H:33]2[CH2:39][CH2:38][C@@H:37]([CH3:40])[N:36]([S:41]([C:44]3[CH:49]=[CH:48][CH:47]=[CH:46][N:45]=3)(=[O:43])=[O:42])[CH2:35][C:34]2=[O:50])[CH2:28][CH2:27][CH2:26][CH2:25][CH2:24]1. The catalyst is C(Cl)Cl. The reactants are CC(OI1(OC(C)=O)(OC(C)=O)OC(=O)C2C=CC=CC1=2)=O.[CH:23]1([CH2:29][C@H:30]([NH:52][C:53]([C:55]2[O:56][CH:57]=[CH:58][CH:59]=2)=[O:54])[C:31](=[O:51])[NH:32][C@H:33]2[CH2:39][CH2:38][C@@H:37]([CH3:40])[N:36]([S:41]([C:44]3[CH:49]=[CH:48][CH:47]=[CH:46][N:45]=3)(=[O:43])=[O:42])[CH2:35][C@@H:34]2[OH:50])[CH2:28][CH2:27][CH2:26][CH2:25][CH2:24]1. The yield is 0.800. (3) The reactants are [CH3:1][O:2][C:3](=[O:13])[C:4]1[CH:9]=[CH:8][C:7]([CH2:10][NH2:11])=[C:6]([F:12])[CH:5]=1.[C:14](O[C:14]([O:16][C:17]([CH3:20])([CH3:19])[CH3:18])=[O:15])([O:16][C:17]([CH3:20])([CH3:19])[CH3:18])=[O:15].C(N(CC)CC)C. The catalyst is ClCCl. The product is [CH3:1][O:2][C:3](=[O:13])[C:4]1[CH:9]=[CH:8][C:7]([CH2:10][NH:11][C:14]([O:16][C:17]([CH3:20])([CH3:19])[CH3:18])=[O:15])=[C:6]([F:12])[CH:5]=1. The yield is 0.600. (4) The reactants are Br[C:2]1[CH:14]=[CH:13][C:5]2[N:6]=[C:7]([NH:9][C:10](=[O:12])[CH3:11])[S:8][C:4]=2[CH:3]=1.[B:15]1([B:15]2[O:19][C:18]([CH3:21])([CH3:20])[C:17]([CH3:23])([CH3:22])[O:16]2)[O:19][C:18]([CH3:21])([CH3:20])[C:17]([CH3:23])([CH3:22])[O:16]1.C([O-])(=O)C.[K+]. The catalyst is CS(C)=O.O.[Pd](Cl)Cl.C1(P(C2C=CC=CC=2)[C-]2C=CC=C2)C=CC=CC=1.[C-]1(P(C2C=CC=CC=2)C2C=CC=CC=2)C=CC=C1.[Fe+2]. The product is [CH3:22][C:17]1([CH3:23])[C:18]([CH3:21])([CH3:20])[O:19][B:15]([C:2]2[CH:14]=[CH:13][C:5]3[N:6]=[C:7]([NH:9][C:10](=[O:12])[CH3:11])[S:8][C:4]=3[CH:3]=2)[O:16]1. The yield is 0.883.